Task: Regression. Given a peptide amino acid sequence and an MHC pseudo amino acid sequence, predict their binding affinity value. This is MHC class I binding data.. Dataset: Peptide-MHC class I binding affinity with 185,985 pairs from IEDB/IMGT (1) The peptide sequence is GLGQHIYET. The MHC is HLA-A02:06 with pseudo-sequence HLA-A02:06. The binding affinity (normalized) is 0.558. (2) The peptide sequence is DVEKRILNTI. The MHC is HLA-A02:06 with pseudo-sequence HLA-A02:06. The binding affinity (normalized) is 0.142. (3) The peptide sequence is RRFKYLLNV. The MHC is HLA-C04:01 with pseudo-sequence HLA-C04:01. The binding affinity (normalized) is 0.213. (4) The peptide sequence is EMADYIFFV. The MHC is HLA-A30:01 with pseudo-sequence HLA-A30:01. The binding affinity (normalized) is 0.0302. (5) The binding affinity (normalized) is 0. The peptide sequence is LVLQTLPSM. The MHC is HLA-A01:01 with pseudo-sequence HLA-A01:01. (6) The peptide sequence is TFLQSPPIR. The MHC is HLA-A24:02 with pseudo-sequence HLA-A24:02. The binding affinity (normalized) is 0.0233. (7) The peptide sequence is MALKRYGLL. The MHC is H-2-Kb with pseudo-sequence H-2-Kb. The binding affinity (normalized) is 0.770. (8) The peptide sequence is CDPVHGNLAGI. The MHC is Mamu-A01 with pseudo-sequence Mamu-A01. The binding affinity (normalized) is 0.